Task: Predict the reaction yield, written as a fraction of the theoretical maximum amount of product (1.0 means a 100% yield; for example, 0.34 means a 34% yield).. Dataset: Reaction yield outcomes from USPTO patents with 853,638 reactions (1) The reactants are [OH:1][C@H:2]1CC[C@H](NC2N=C(C(OCC)=O)C([N+]([O-])=O)=C(NC3C=CC=CC=3OC)N=2)CC1.Cl[C:33]1[N:38]=[C:37]([C:39]([O:41]CC)=O)[C:36]([N+:44]([O-])=O)=[C:35]([NH:47][C:48]2[CH:53]=[CH:52][CH:51]=[CH:50][C:49]=2[O:54][CH3:55])[N:34]=1.[NH2:56][C@H:57]1[CH2:62][CH2:61][C@H:60]([OH:63])[CH2:59][CH2:58]1.C([N:67](C(C)C)CC)(C)C.C[N:74](C)[CH:75]=[O:76]. No catalyst specified. The product is [C:75](=[O:76])([O:63][C@H:60]1[CH2:61][CH2:62][C@H:57]([NH:56][C:33]2[N:34]=[C:35]3[C:36]([NH:44][C:2](=[O:1])[N:47]3[C:48]3[CH:53]=[CH:52][CH:51]=[CH:50][C:49]=3[O:54][CH3:55])=[C:37]([C:39](=[O:41])[NH2:67])[N:38]=2)[CH2:58][CH2:59]1)[NH2:74]. The yield is 0.820. (2) The reactants are Br[C:2]1[CH:25]=[CH:24][C:5]([CH2:6][C:7]2[C:8](=[O:23])[N:9]([CH:17]3[CH2:22][CH2:21][O:20][CH2:19][CH2:18]3)[C:10]([CH3:16])=[N:11][C:12]=2[CH2:13][CH2:14][CH3:15])=[CH:4][CH:3]=1.[C:26]([C:28]1[CH:33]=[CH:32][CH:31]=[CH:30][C:29]=1B(O)O)#[N:27].C(=O)([O-])[O-].[Na+].[Na+].O1CCOCC1. The catalyst is C(OCC)(=O)C.C1C=CC(P(C2C=CC=CC=2)[C-]2C=CC=C2)=CC=1.C1C=CC(P(C2C=CC=CC=2)[C-]2C=CC=C2)=CC=1.Cl[Pd]Cl.[Fe+2].ClCCl. The product is [CH3:16][C:10]1[N:9]([CH:17]2[CH2:22][CH2:21][O:20][CH2:19][CH2:18]2)[C:8](=[O:23])[C:7]([CH2:6][C:5]2[CH:24]=[CH:25][C:2]([C:29]3[C:28]([C:26]#[N:27])=[CH:33][CH:32]=[CH:31][CH:30]=3)=[CH:3][CH:4]=2)=[C:12]([CH2:13][CH2:14][CH3:15])[N:11]=1. The yield is 0.830. (3) The reactants are [NH2:1][C:2]1[N:7]2[CH:8]=[C:9]([CH2:11][CH3:12])[N:10]=[C:6]2[C:5]([C:13]([OH:15])=O)=[CH:4][C:3]=1[Cl:16].[NH2:17][CH2:18][CH:19]1[CH2:24][CH2:23][N:22](C(OC(C)(C)C)=O)[CH2:21][CH2:20]1.P(C#N)(=O)(OCC)OCC.C(N(C(C)C)CC)(C)C. The catalyst is CN(C)C=O. The product is [NH2:1][C:2]1[N:7]2[CH:8]=[C:9]([CH2:11][CH3:12])[N:10]=[C:6]2[C:5]([C:13]([NH:17][CH2:18][CH:19]2[CH2:24][CH2:23][NH:22][CH2:21][CH2:20]2)=[O:15])=[CH:4][C:3]=1[Cl:16]. The yield is 0.900. (4) The reactants are [C:1]([O:5][C:6]([N:8]1[CH2:13][CH2:12][C:11]([NH:17][C:18]([O:20][C:21]([CH3:24])([CH3:23])[CH3:22])=[O:19])([C:14](O)=[O:15])[CH2:10][CH2:9]1)=[O:7])([CH3:4])([CH3:3])[CH3:2].F[P-](F)(F)(F)(F)F.N1(OC(N(C)C)=[N+](C)C)C2N=CC=CC=2N=N1.[Cl:49][C:50]1[CH:51]=[C:52]([CH3:58])[C:53]([NH2:57])=[C:54]([NH2:56])[CH:55]=1.C(N(C(C)C)C(C)C)C. The catalyst is CC(N(C)C)=O. The product is [NH2:57][C:53]1[C:52]([CH3:58])=[CH:51][C:50]([Cl:49])=[CH:55][C:54]=1[NH:56][C:14]([C:11]1([NH:17][C:18]([O:20][C:21]([CH3:24])([CH3:22])[CH3:23])=[O:19])[CH2:10][CH2:9][N:8]([C:6]([O:5][C:1]([CH3:2])([CH3:4])[CH3:3])=[O:7])[CH2:13][CH2:12]1)=[O:15]. The yield is 0.713. (5) The reactants are [C:1]([C:3]1[CH:4]=[C:5]([C:20]2[S:24][C:23]([C:25]([OH:28])([CH3:27])[CH3:26])=[N:22][CH:21]=2)[CH:6]=[C:7]([NH:9][C:10]2[N:15]=[C:14]([C:16]([F:19])([F:18])[F:17])[CH:13]=[CH:12][N:11]=2)[CH:8]=1)#[CH:2]. The catalyst is C(OCC)(=O)C.[Pd]. The product is [CH2:1]([C:3]1[CH:4]=[C:5]([C:20]2[S:24][C:23]([C:25]([OH:28])([CH3:27])[CH3:26])=[N:22][CH:21]=2)[CH:6]=[C:7]([NH:9][C:10]2[N:15]=[C:14]([C:16]([F:19])([F:18])[F:17])[CH:13]=[CH:12][N:11]=2)[CH:8]=1)[CH3:2]. The yield is 0.630. (6) The reactants are [CH3:1][C:2]1([CH3:11])[CH2:7][CH2:6][C:5](=[O:8])[CH2:4][CH:3]1[C:9]#[N:10].[BH4-].[Na+].[Cl-].[NH4+]. The catalyst is CO. The product is [OH:8][C@@H:5]1[CH2:4][C@H:3]([C:9]#[N:10])[C:2]([CH3:11])([CH3:1])[CH2:7][CH2:6]1. The yield is 0.750. (7) The reactants are [F:1][C:2]1[CH:26]=[C:25]([F:27])[CH:24]=[CH:23][C:3]=1[CH2:4][O:5][C:6]1[CH:11]=[C:10]([CH3:12])[N:9]([C:13]2[CH:18]=[C:17]([CH:19]=[CH2:20])[CH:16]=[CH:15][C:14]=2[CH3:21])[C:8](=[O:22])[CH:7]=1.[Br:28]N1C(=O)CCC1=O. No catalyst specified. The product is [Br:28][C:7]1[C:8](=[O:22])[N:9]([C:13]2[CH:18]=[C:17]([CH:19]=[CH2:20])[CH:16]=[CH:15][C:14]=2[CH3:21])[C:10]([CH3:12])=[CH:11][C:6]=1[O:5][CH2:4][C:3]1[CH:23]=[CH:24][C:25]([F:27])=[CH:26][C:2]=1[F:1]. The yield is 0.990. (8) The yield is 0.694. The catalyst is O1CCOCC1.CO. The product is [CH2:1]([N:3]([CH:29]1[CH2:30][CH2:31][O:32][CH2:33][CH2:34]1)[C:4]1[C:19]2[CH2:18][CH:17]=[CH:16][CH2:15][CH:14]([CH3:20])[C:13]3[CH:21]=[C:22]([CH3:27])[NH:23][C:24](=[O:25])[C:12]=3[CH2:11][NH:10][C:9](=[O:28])[C:8]=2[CH:7]=[CH:6][CH:5]=1)[CH3:2]. The reactants are [CH2:1]([N:3]([CH:29]1[CH2:34][CH2:33][O:32][CH2:31][CH2:30]1)[C:4]1[C:19]2[CH2:18][CH:17]=[CH:16][CH2:15][CH:14]([CH3:20])[C:13]3[CH:21]=[C:22]([CH3:27])[N:23]=[C:24]([O:25]C)[C:12]=3[CH2:11][NH:10][C:9](=[O:28])[C:8]=2[CH:7]=[CH:6][CH:5]=1)[CH3:2].FC(F)(F)C([O-])=O.Cl. (9) The reactants are [Cl:1][C:2]1[CH:7]=[CH:6][C:5]([C:8]2[O:12][N:11]=[C:10]([C:13]3[CH:14]=[C:15]([CH:20]=[CH:21][CH:22]=3)[C:16]([O:18]C)=[O:17])[CH:9]=2)=[CH:4][CH:3]=1.[OH-].[Na+].O1CCCC1.Cl. The catalyst is O.CO. The product is [Cl:1][C:2]1[CH:3]=[CH:4][C:5]([C:8]2[O:12][N:11]=[C:10]([C:13]3[CH:14]=[C:15]([CH:20]=[CH:21][CH:22]=3)[C:16]([OH:18])=[O:17])[CH:9]=2)=[CH:6][CH:7]=1. The yield is 0.870. (10) The reactants are [CH2:1]([C:3]1[N:4]([C:28]2[CH:33]=[CH:32][C:31]([O:34][CH:35]3[CH2:40][CH2:39][CH:38]([CH2:41][OH:42])[CH2:37][CH2:36]3)=[CH:30][CH:29]=2)[C:5](=[O:27])[C:6]([CH2:12][C:13]2[CH:18]=[CH:17][C:16]([C:19]3[C:20]([C:25]#[N:26])=[CH:21][CH:22]=[CH:23][CH:24]=3)=[CH:15][CH:14]=2)=[C:7]([CH2:9][CH2:10][CH3:11])[N:8]=1)[CH3:2].[N:43]1C(C)=CC=CC=1C.FC(F)(F)S(O[Si](C(C)(C)C)(C)C)(=O)=O.[C:66]([O:69]CC)(=[O:68])C. The catalyst is ClCCl. The product is [CH2:1]([C:3]1[N:4]([C:28]2[CH:33]=[CH:32][C:31]([O:34][CH:35]3[CH2:36][CH2:37][CH:38]([CH2:41][OH:42])[CH2:39][CH2:40]3)=[CH:30][CH:29]=2)[C:5](=[O:27])[C:6]([CH2:12][C:13]2[CH:14]=[CH:15][C:16]([C:19]3[CH:24]=[CH:23][CH:22]=[CH:21][C:20]=3[C:25]3[NH:43][C:66](=[O:68])[O:69][N:26]=3)=[CH:17][CH:18]=2)=[C:7]([CH2:9][CH2:10][CH3:11])[N:8]=1)[CH3:2]. The yield is 0.770.